This data is from Forward reaction prediction with 1.9M reactions from USPTO patents (1976-2016). The task is: Predict the product of the given reaction. Given the reactants [NH:1]1[C:5]2[CH:6]=[CH:7][CH:8]=[CH:9][C:4]=2[N:3]=[N:2]1.[CH3:10][C:11]([CH3:15])([CH3:14])[CH:12]=O.[N:16]1[CH:21]=[CH:20][CH:19]=[C:18]([CH2:22][CH2:23][CH2:24][C:25]([NH2:27])=[O:26])[CH:17]=1, predict the reaction product. The product is: [N:1]1([CH:12]([NH:27][C:25](=[O:26])[CH2:24][CH2:23][CH2:22][C:18]2[CH:17]=[N:16][CH:21]=[CH:20][CH:19]=2)[C:11]([CH3:15])([CH3:14])[CH3:10])[C:5]2[CH:6]=[CH:7][CH:8]=[CH:9][C:4]=2[N:3]=[N:2]1.